Dataset: Full USPTO retrosynthesis dataset with 1.9M reactions from patents (1976-2016). Task: Predict the reactants needed to synthesize the given product. The reactants are: [Br:1][C:2]1[CH:17]=[CH:16][C:5]([O:6][C:7]2[C:12]3[CH:13]=[CH:14][O:15][C:11]=3[CH:10]=[CH:9][N:8]=2)=[CH:4][C:3]=1[CH2:18]Br.C([O-])(=[O:22])C.[Na+].[OH-].[Na+]. Given the product [Br:1][C:2]1[CH:17]=[CH:16][C:5]([O:6][C:7]2[C:12]3[CH:13]=[CH:14][O:15][C:11]=3[CH:10]=[CH:9][N:8]=2)=[CH:4][C:3]=1[CH2:18][OH:22], predict the reactants needed to synthesize it.